From a dataset of Reaction yield outcomes from USPTO patents with 853,638 reactions. Predict the reaction yield, written as a fraction of the theoretical maximum amount of product (1.0 means a 100% yield; for example, 0.34 means a 34% yield). (1) The reactants are [O:1]1[CH2:6][CH2:5][N:4]([C:7]2[O:8][C:9]3[C:14]([C:15](=[O:17])[CH:16]=2)=[CH:13][C:12]([C:18]([O:20][CH3:21])=[O:19])=[CH:11][C:10]=3[C@H:22]2[CH2:26][CH2:25][CH2:24][NH:23]2)[CH2:3][CH2:2]1.CC1(C)C2C=CC=C(P(C3C=CC=CC=3)C3C=CC=CC=3)C=2OC2C1=CC=CC=2P(C1C=CC=CC=1)C1C=CC=CC=1.Br[C:70]1[CH:75]=[CH:74][CH:73]=[C:72]([F:76])[CH:71]=1.C(=O)([O-])[O-].[Cs+].[Cs+]. The catalyst is O1CCOCC1.C(O[Pd]OC(=O)C)(=O)C. The product is [F:76][C:72]1[CH:71]=[C:70]([N:23]2[CH2:24][CH2:25][CH2:26][C@@H:22]2[C:10]2[CH:11]=[C:12]([C:18]([O:20][CH3:21])=[O:19])[CH:13]=[C:14]3[C:9]=2[O:8][C:7]([N:4]2[CH2:3][CH2:2][O:1][CH2:6][CH2:5]2)=[CH:16][C:15]3=[O:17])[CH:75]=[CH:74][CH:73]=1. The yield is 0.790. (2) The reactants are [OH:1][C:2]([C:34]1[S:35][CH:36]=[CH:37][CH:38]=1)([C:29]1[S:30][CH:31]=[CH:32][CH:33]=1)[C:3]([O:5][C@H:6]1[CH2:11][CH2:10][C@H:9]([N:12]([CH2:14][CH2:15][CH2:16][N:17]2[C:21]3[CH:22]=[CH:23][C:24]([CH:26]=O)=[CH:25][C:20]=3[NH:19][C:18]2=[O:28])[CH3:13])[CH2:8][CH2:7]1)=[O:4].C(O)(=O)C.[NH2:43][CH2:44][C@@H:45]([C:54]1[CH:63]=[CH:62][C:61]([OH:64])=[C:60]2[C:55]=1[CH:56]=[CH:57][C:58](=[O:65])[NH:59]2)[O:46][Si:47]([C:50]([CH3:53])([CH3:52])[CH3:51])([CH3:49])[CH3:48].C(N(C(C)C)CC)(C)C.C(O[BH-](OC(=O)C)OC(=O)C)(=O)C.[Na+]. The catalyst is CO.C1COCC1. The product is [OH:1][C:2]([C:29]1[S:30][CH:31]=[CH:32][CH:33]=1)([C:34]1[S:35][CH:36]=[CH:37][CH:38]=1)[C:3]([O:5][C@H:6]1[CH2:11][CH2:10][C@H:9]([N:12]([CH2:14][CH2:15][CH2:16][N:17]2[C:21]3[CH:22]=[CH:23][C:24]([CH2:26][NH:43][CH2:44][C@H:45]([O:46][Si:47]([C:50]([CH3:53])([CH3:52])[CH3:51])([CH3:49])[CH3:48])[C:54]4[CH:63]=[CH:62][C:61]([OH:64])=[C:60]5[C:55]=4[CH:56]=[CH:57][C:58](=[O:65])[NH:59]5)=[CH:25][C:20]=3[NH:19][C:18]2=[O:28])[CH3:13])[CH2:8][CH2:7]1)=[O:4]. The yield is 0.710. (3) The reactants are [F:1][C:2]1[CH:7]=[CH:6][C:5]([C:8]2[S:12][C:11]([CH:13]=[O:14])=[N:10][CH:9]=2)=[CH:4][CH:3]=1.[CH3:15][CH2:16][Mg+].[Br-]. The product is [F:1][C:2]1[CH:3]=[CH:4][C:5]([C:8]2[S:12][C:11]([CH:13]([OH:14])[CH2:15][CH3:16])=[N:10][CH:9]=2)=[CH:6][CH:7]=1. The yield is 0.730. No catalyst specified. (4) The catalyst is CCO.O. The reactants are [F:1][C:2]1[C:7](B(O)O)=[CH:6][C:5]([CH2:11][N:12]2[CH2:17][CH2:16][O:15][CH2:14][CH2:13]2)=[CH:4][N:3]=1.Cl[C:19]1[N:24]=[C:23]([CH3:25])[N:22]=[C:21]([NH2:26])[N:20]=1.C([O-])(=O)C.[K+]. The yield is 0.260. The product is [F:1][C:2]1[C:7]([C:19]2[N:24]=[C:23]([CH3:25])[N:22]=[C:21]([NH2:26])[N:20]=2)=[CH:6][C:5]([CH2:11][N:12]2[CH2:17][CH2:16][O:15][CH2:14][CH2:13]2)=[CH:4][N:3]=1. (5) The reactants are [CH3:1][C:2]1([CH3:12])[O:6][C:5](=[CH:7][C:8](Cl)=[O:9])[C:4](=[O:11])[O:3]1.[CH:13]([O:16][C:17]1[CH:26]=[CH:25][CH:24]=[CH:23][C:18]=1[CH2:19][NH:20][O:21][CH3:22])([CH3:15])[CH3:14]. No catalyst specified. The product is [CH3:1][C:2]1([CH3:12])[O:6][C:5](=[CH:7][C:8]([N:20]([CH2:19][C:18]2[CH:23]=[CH:24][CH:25]=[CH:26][C:17]=2[O:16][CH:13]([CH3:15])[CH3:14])[O:21][CH3:22])=[O:9])[C:4](=[O:11])[O:3]1. The yield is 0.930. (6) The catalyst is CO.O1CCCC1. The reactants are [CH3:1][O:2][C:3]1[CH:4]=[C:5]([CH:33]=[CH:34][CH:35]=1)[CH2:6][O:7][C:8]1[CH:13]=[CH:12][C:11]([C:14]2[CH:19]=[CH:18][CH:17]=[C:16]([NH:20][C@H:21]([C:29]([O:31]C)=[O:30])[CH2:22][C:23]3[CH:28]=[CH:27][CH:26]=[CH:25][CH:24]=3)[CH:15]=2)=[CH:10][CH:9]=1.[OH-].[Na+].Cl. The yield is 0.810. The product is [CH3:1][O:2][C:3]1[CH:4]=[C:5]([CH:33]=[CH:34][CH:35]=1)[CH2:6][O:7][C:8]1[CH:9]=[CH:10][C:11]([C:14]2[CH:19]=[CH:18][CH:17]=[C:16]([NH:20][C@H:21]([C:29]([OH:31])=[O:30])[CH2:22][C:23]3[CH:24]=[CH:25][CH:26]=[CH:27][CH:28]=3)[CH:15]=2)=[CH:12][CH:13]=1. (7) The reactants are C([N:8]1[CH2:31][CH:30]([C:32]2[N:33]([CH3:37])[CH:34]=[CH:35][N:36]=2)[O:29][C:10]2([CH2:15][CH2:14][N:13]([C:16]([C:18]3[CH:23]=[CH:22][C:21]([O:24][CH:25]([CH3:27])[CH3:26])=[C:20]([CH3:28])[CH:19]=3)=[O:17])[CH2:12][CH2:11]2)[CH2:9]1)C1C=CC=CC=1.C([O-])=O.[NH4+]. The catalyst is CCO.C(OCC)(=O)C.[OH-].[OH-].[Pd+2]. The product is [CH:25]([O:24][C:21]1[CH:22]=[CH:23][C:18]([C:16]([N:13]2[CH2:14][CH2:15][C:10]3([O:29][CH:30]([C:32]4[N:33]([CH3:37])[CH:34]=[CH:35][N:36]=4)[CH2:31][NH:8][CH2:9]3)[CH2:11][CH2:12]2)=[O:17])=[CH:19][C:20]=1[CH3:28])([CH3:27])[CH3:26]. The yield is 0.940.